Dataset: Forward reaction prediction with 1.9M reactions from USPTO patents (1976-2016). Task: Predict the product of the given reaction. (1) Given the reactants [NH2:1][C:2]1[CH:3]=[N:4][C:5]([CH3:8])=[CH:6][CH:7]=1.[CH2:9]([O:11][C:12](=[O:20])[C:13](=[CH:16]OCC)[C:14]#[N:15])[CH3:10], predict the reaction product. The product is: [CH2:9]([O:11][C:12](=[O:20])[C:13]([C:14]#[N:15])=[CH:16][NH:1][C:2]1[CH:3]=[N:4][C:5]([CH3:8])=[CH:6][CH:7]=1)[CH3:10]. (2) Given the reactants Br[C:2]1[CH:3]=[CH:4][C:5]2[S:9][C:8]([C:10]3[CH:15]=[CH:14][C:13]([S:16]([CH3:19])(=[O:18])=[O:17])=[CH:12][C:11]=3[F:20])=[N:7][C:6]=2[CH:21]=1.[CH3:22][C:23]1([CH3:39])[C:27]([CH3:29])([CH3:28])[O:26][B:25]([B:25]2[O:26][C:27]([CH3:29])([CH3:28])[C:23]([CH3:39])([CH3:22])[O:24]2)[O:24]1.C([O-])(=O)C.[K+].C(Cl)Cl, predict the reaction product. The product is: [F:20][C:11]1[CH:12]=[C:13]([S:16]([CH3:19])(=[O:18])=[O:17])[CH:14]=[CH:15][C:10]=1[C:8]1[S:9][C:5]2[CH:4]=[CH:3][C:2]([B:25]3[O:26][C:27]([CH3:29])([CH3:28])[C:23]([CH3:39])([CH3:22])[O:24]3)=[CH:21][C:6]=2[N:7]=1. (3) The product is: [C:15]([O-:34])(=[O:33])[CH2:16][CH2:17][CH2:18][CH2:19][CH2:20][CH2:21][CH2:22]/[CH:23]=[CH:24]\[CH2:25][CH2:26][CH2:27][CH2:28][CH2:29][CH2:30][CH2:31][CH3:32].[Pb+2:8].[C:15]([O-:34])(=[O:33])[CH2:16][CH2:17][CH2:18][CH2:19][CH2:20][CH2:21][CH2:22]/[CH:23]=[CH:24]\[CH2:25][CH2:26][CH2:27][CH2:28][CH2:29][CH2:30][CH2:31][CH3:32]. Given the reactants O.O.O.C([O-])(=O)C.[Pb+2:8].C([O-])(=O)C.[Pb]=O.[C:15]([OH:34])(=[O:33])[CH2:16][CH2:17][CH2:18][CH2:19][CH2:20][CH2:21][CH2:22]/[CH:23]=[CH:24]\[CH2:25][CH2:26][CH2:27][CH2:28][CH2:29][CH2:30][CH2:31][CH3:32], predict the reaction product. (4) Given the reactants [H-].[Na+].COC(=O)[CH2:6][CH2:7][C:8]1[CH:16]=[CH:15][C:14]2[C:10](=[CH:11][N:12]([CH3:17])[N:13]=2)[C:9]=1[C:18]([O:20]C)=O.Cl.[OH-].[Na+], predict the reaction product. The product is: [CH3:17][N:12]1[CH:11]=[C:10]2[C:14]([CH:15]=[CH:16][C:8]3[CH2:7][CH2:6][C:18](=[O:20])[C:9]=32)=[N:13]1. (5) Given the reactants [Cl:1][C:2]1[CH:3]=[C:4]([F:30])[C:5]([C:24]2[N:25]=[N:26][N:27]([CH3:29])[N:28]=2)=[C:6]([C:8]2[CH:9]=[N:10][C:11]3[CH:12]([NH:17][C:18]([C:20]4([NH2:23])[CH2:22][CH2:21]4)=[O:19])[CH2:13][CH2:14][C:15]=3[CH:16]=2)[CH:7]=1.[CH3:31][O:32][C:33]1[N:38]=[CH:37][C:36]([C:39](O)=[O:40])=[CH:35][N:34]=1, predict the reaction product. The product is: [Cl:1][C:2]1[CH:3]=[C:4]([F:30])[C:5]([C:24]2[N:25]=[N:26][N:27]([CH3:29])[N:28]=2)=[C:6]([C:8]2[CH:9]=[N:10][C:11]3[CH:12]([NH:17][C:18]([C:20]4([NH:23][C:39]([C:36]5[CH:35]=[N:34][C:33]([O:32][CH3:31])=[N:38][CH:37]=5)=[O:40])[CH2:22][CH2:21]4)=[O:19])[CH2:13][CH2:14][C:15]=3[CH:16]=2)[CH:7]=1.